The task is: Predict the reaction yield, written as a fraction of the theoretical maximum amount of product (1.0 means a 100% yield; for example, 0.34 means a 34% yield).. This data is from Reaction yield outcomes from USPTO patents with 853,638 reactions. (1) The reactants are [Br:1][C:2]1[CH:3]=[C:4]([NH:13][CH:14]2[CH2:19][CH2:18][O:17][CH2:16][CH2:15]2)[C:5]([CH3:12])=[C:6]([CH:11]=1)[C:7]([O:9][CH3:10])=[O:8].[CH:20]1([CH:23]=O)[CH2:22][CH2:21]1.C(O)(=O)C.C([BH3-])#N.[Na+]. The catalyst is CO. The product is [Br:1][C:2]1[CH:3]=[C:4]([N:13]([CH2:23][CH:20]2[CH2:22][CH2:21]2)[CH:14]2[CH2:19][CH2:18][O:17][CH2:16][CH2:15]2)[C:5]([CH3:12])=[C:6]([CH:11]=1)[C:7]([O:9][CH3:10])=[O:8]. The yield is 0.237. (2) The reactants are BrC[C:3]1[CH:8]=[CH:7][CH:6]=[CH:5][C:4]=1[CH:9]([CH2:11][CH2:12][CH2:13][CH2:14][CH2:15][CH2:16][CH2:17][CH2:18][CH2:19][CH2:20]C)[CH3:10].[C:22]([O-])(=[O:24])C.[Na+].C(O)(=O)C.[OH-].[K+]. The catalyst is O. The product is [CH3:10][CH:9]([C:4]1[CH:3]=[CH:8][C:7]([CH2:22][OH:24])=[CH:6][CH:5]=1)[CH2:11][CH2:12][CH2:13][CH2:14][CH2:15][CH2:16][CH2:17][CH2:18][CH2:19][CH3:20]. The yield is 0.730. (3) The reactants are [CH:1]1([CH:4]([C:6]2[S:7][CH:8]=[CH:9][N:10]=2)[OH:5])[CH2:3][CH2:2]1. The catalyst is C(Cl)Cl.O=[Mn]=O. The product is [CH:1]1([C:4]([C:6]2[S:7][CH:8]=[CH:9][N:10]=2)=[O:5])[CH2:3][CH2:2]1. The yield is 0.860. (4) The reactants are [CH2:1]1[CH2:6][C@H:5]([C:7]([OH:9])=[O:8])[CH2:4][CH2:3][C@H:2]1[CH2:10][NH2:11].[C:12]([O:20][CH:21]([O:23][C:24](ON1C(=O)CCC1=O)=[O:25])[CH3:22])(=[O:19])[C:13]1[CH:18]=[CH:17][CH:16]=[CH:15][CH:14]=1. The catalyst is CC(OC)(C)C.CC(C)=O.O. The product is [C:12]([O:20][CH:21]([O:23][C:24]([NH:11][CH2:10][C@H:2]1[CH2:3][CH2:4][C@H:5]([C:7]([OH:9])=[O:8])[CH2:6][CH2:1]1)=[O:25])[CH3:22])(=[O:19])[C:13]1[CH:18]=[CH:17][CH:16]=[CH:15][CH:14]=1. The yield is 0.180. (5) The reactants are [CH:1]1([S:6][CH:7]([C:11]2[CH:16]=[CH:15][C:14]([N+:17]([O-:19])=[O:18])=[CH:13][CH:12]=2)[C:8]([OH:10])=O)[CH2:5][CH2:4][CH2:3][CH2:2]1.[NH2:20][C:21]1[CH:26]=[CH:25][CH:24]=[CH:23][N:22]=1. The catalyst is C1COCC1. The product is [CH:1]1([S:6][CH:7]([C:11]2[CH:16]=[CH:15][C:14]([N+:17]([O-:19])=[O:18])=[CH:13][CH:12]=2)[C:8]([NH:20][C:21]2[CH:26]=[CH:25][CH:24]=[CH:23][N:22]=2)=[O:10])[CH2:2][CH2:3][CH2:4][CH2:5]1. The yield is 0.700. (6) The reactants are NC1C=C2C(C[C@@H](C(=O)N[C@H]3C4C(=CC=CC=4)CCC3)N(C(=O)[C@@H](NC(=O)[C@@H](N(C)C(=O)OC(C)(C)C)C)C(C)(C)C)C2)=CC=1.[CH3:46][C:47]([CH3:96])([CH3:95])[C@H:48]([NH:81][C:82](=[O:94])[C@@H:83]([N:85]([CH3:93])[C:86](=[O:92])[O:87][C:88]([CH3:91])([CH3:90])[CH3:89])[CH3:84])[C:49]([N:51]1[CH2:55][C@@H:54]([NH:56][C:57](=[O:67])[C:58]2[CH:63]=[CH:62][C:61]([N+:64]([O-])=O)=[CH:60][CH:59]=2)[CH2:53][C@H:52]1[C:68](=[O:80])[NH:69][C@H:70]1[C:79]2[C:74](=[CH:75][CH:76]=[CH:77][CH:78]=2)[CH2:73][CH2:72][CH2:71]1)=[O:50]. No catalyst specified. The product is [NH2:64][C:61]1[CH:62]=[CH:63][C:58]([C:57]([NH:56][C@@H:54]2[CH2:55][N:51]([C:49](=[O:50])[C@@H:48]([NH:81][C:82](=[O:94])[C@@H:83]([N:85]([CH3:93])[C:86](=[O:92])[O:87][C:88]([CH3:91])([CH3:90])[CH3:89])[CH3:84])[C:47]([CH3:46])([CH3:95])[CH3:96])[C@H:52]([C:68](=[O:80])[NH:69][C@H:70]3[C:79]4[C:74](=[CH:75][CH:76]=[CH:77][CH:78]=4)[CH2:73][CH2:72][CH2:71]3)[CH2:53]2)=[O:67])=[CH:59][CH:60]=1. The yield is 0.830.